Dataset: Full USPTO retrosynthesis dataset with 1.9M reactions from patents (1976-2016). Task: Predict the reactants needed to synthesize the given product. (1) Given the product [Cl:31][C:32]1[CH:33]=[C:34]([C:40]2([C:41]([F:43])([F:44])[F:42])[O:1][N:2]=[C:3]([C:4]3[CH:5]=[C:6]4[C:10](=[CH:11][CH:12]=3)[C:9]3([CH2:13][N:14]([C:16]([O:18][C:19]([CH3:22])([CH3:21])[CH3:20])=[O:17])[CH2:15]3)[O:8][CH2:7]4)[O:45]2)[CH:35]=[C:36]([Cl:39])[C:37]=1[F:38], predict the reactants needed to synthesize it. The reactants are: [OH:1][N:2]=[CH:3][C:4]1[CH:5]=[C:6]2[C:10](=[CH:11][CH:12]=1)[C:9]1([CH2:15][N:14]([C:16]([O:18][C:19]([CH3:22])([CH3:21])[CH3:20])=[O:17])[CH2:13]1)[O:8][CH2:7]2.C1C(=O)N(Cl)C(=O)C1.[Cl:31][C:32]1[CH:33]=[C:34]([C:40](=[O:45])[C:41]([F:44])([F:43])[F:42])[CH:35]=[C:36]([Cl:39])[C:37]=1[F:38].C(=O)(O)[O-].[Na+]. (2) Given the product [N:12]1[CH:13]=[CH:14][N:15]=[C:10]([N:1]2[CH2:6][CH2:5][CH:4]([NH2:7])[CH2:3][CH2:2]2)[N:11]=1, predict the reactants needed to synthesize it. The reactants are: [NH:1]1[CH2:6][CH2:5][CH:4]([NH2:7])[CH2:3][CH2:2]1.CS[C:10]1[N:11]=[N:12][CH:13]=[CH:14][N:15]=1.N1(C2N=NC=CN=2)CCNCC1.